This data is from Experimentally validated miRNA-target interactions with 360,000+ pairs, plus equal number of negative samples. The task is: Binary Classification. Given a miRNA mature sequence and a target amino acid sequence, predict their likelihood of interaction. The miRNA is mmu-miR-9-5p with sequence UCUUUGGUUAUCUAGCUGUAUGA. The protein sequence of the target gene is MAAAAYEHLKLHITPEKFYVEACDDGADDVLIIDRVSTEVTLAVKKDVPPSAVTRPIFGILGTIHLVAGNYLVVITKKMKVGECFNHAVWRATDFDVLSYKKTMLHLTDIQLQDNKTFLAMLNHVLSMDGFYFSTTYDLTHTLQRLSNTSPEFQEMSLLERADQRFVWNGHLLRELSAQPEVHRFALPVLHGFITMHSCSINGKYFDWILISRRSCFRAGVRYYVRGIDSEGHAANFVETEQIVHYSGNRASFVQTRGSIPIFWSQRPNLKYKPHPQISKVANHMDGFQRHFDSQVIIYG.... Result: 1 (interaction).